From a dataset of Reaction yield outcomes from USPTO patents with 853,638 reactions. Predict the reaction yield, written as a fraction of the theoretical maximum amount of product (1.0 means a 100% yield; for example, 0.34 means a 34% yield). (1) The reactants are [CH2:1]([O:3][C:4](=[O:32])[CH:5]([C:10]1[CH:11]=[C:12]([C:22]2[CH:27]=[CH:26][C:25]([C:28]([F:31])([F:30])[F:29])=[CH:24][CH:23]=2)[CH:13]=[C:14]([CH:16]2[CH2:21][CH2:20][CH2:19][NH:18][CH2:17]2)[CH:15]=1)[CH2:6][CH:7]([CH3:9])[CH3:8])[CH3:2].[F:33][C:34]([F:46])([F:45])[C:35]1[CH:36]=[C:37]([S:41](Cl)(=[O:43])=[O:42])[CH:38]=[CH:39][CH:40]=1.C(N(C(C)C)CC)(C)C. The catalyst is C(Cl)Cl.CCOC(C)=O. The product is [CH2:1]([O:3][C:4](=[O:32])[CH:5]([C:10]1[CH:11]=[C:12]([C:22]2[CH:23]=[CH:24][C:25]([C:28]([F:29])([F:30])[F:31])=[CH:26][CH:27]=2)[CH:13]=[C:14]([CH:16]2[CH2:21][CH2:20][CH2:19][N:18]([S:41]([C:37]3[CH:38]=[CH:39][CH:40]=[C:35]([C:34]([F:33])([F:45])[F:46])[CH:36]=3)(=[O:43])=[O:42])[CH2:17]2)[CH:15]=1)[CH2:6][CH:7]([CH3:9])[CH3:8])[CH3:2]. The yield is 0.790. (2) The reactants are Cl[Si](C)(C)C.Br[CH2:7][C:8]([O:10][CH2:11][CH3:12])=[O:9].[CH3:13][C:14]1[CH:21]=[C:20]([O:22][C:23]2[CH:28]=[CH:27][CH:26]=[CH:25][CH:24]=2)[CH:19]=[C:18]([B:29]2[O:33][C:32](C)(C)C(C)(C)[O:30]2)[C:15]=1C=O. The catalyst is C1COCC1.[Zn]. The product is [CH2:11]([O:10][C:8](=[O:9])[CH2:7][CH:32]1[O:33][B:29]([OH:30])[C:18]2[CH:19]=[C:20]([O:22][C:23]3[CH:24]=[CH:25][CH:26]=[CH:27][CH:28]=3)[CH:21]=[C:14]([CH3:13])[C:15]1=2)[CH3:12]. The yield is 0.460. (3) The reactants are C[O:2][C:3]([C:5]1[CH:6]2[N:29]([C:30]([O:32][C:33]([CH3:36])([CH3:35])[CH3:34])=[O:31])[CH:9]([CH2:10][C:11]=1[C:12]1[CH:17]=[CH:16][C:15]([CH2:18][CH2:19][CH2:20][O:21][C:22]3[C:26]([F:27])=[C:25]([CH3:28])[O:24][N:23]=3)=[CH:14][CH:13]=1)[CH2:8][CH2:7]2)=[O:4].[OH-].[Na+]. The catalyst is CCO. The product is [C:33]([O:32][C:30]([N:29]1[CH:9]2[CH2:8][CH2:7][CH:6]1[C:5]([C:3]([OH:4])=[O:2])=[C:11]([C:12]1[CH:17]=[CH:16][C:15]([CH2:18][CH2:19][CH2:20][O:21][C:22]3[C:26]([F:27])=[C:25]([CH3:28])[O:24][N:23]=3)=[CH:14][CH:13]=1)[CH2:10]2)=[O:31])([CH3:36])([CH3:34])[CH3:35]. The yield is 0.840. (4) The reactants are [O:1]1[C:5]2[CH:6]=[CH:7][CH:8]=[CH:9][C:4]=2[CH:3]=[C:2]1[C:10]1[N:19]=[C:18]([NH:20][CH2:21][CH2:22][CH2:23][N:24]([CH3:26])[CH3:25])[C:17]2[C:12](=[C:13]([C:27]#[N:28])[CH:14]=[CH:15][CH:16]=2)[N:11]=1.[OH-:29].[K+]. The catalyst is C(O)(C)(C)C. The product is [O:1]1[C:5]2[CH:6]=[CH:7][CH:8]=[CH:9][C:4]=2[CH:3]=[C:2]1[C:10]1[N:19]=[C:18]([NH:20][CH2:21][CH2:22][CH2:23][N:24]([CH3:25])[CH3:26])[C:17]2[C:12](=[C:13]([C:27]([NH2:28])=[O:29])[CH:14]=[CH:15][CH:16]=2)[N:11]=1. The yield is 0.760. (5) The reactants are [NH2:1][C:2]1[CH:7]=[CH:6][C:5]([CH:8]2[N:12]([C:13]3[CH:18]=[CH:17][C:16]([C:19]([CH3:22])([CH3:21])[CH3:20])=[CH:15][CH:14]=3)[CH:11]([C:23]3[CH:28]=[CH:27][C:26]([C:29]4[N:30]=[C:31]([C@@H:34]5[CH2:38][CH2:37][CH2:36][N:35]5[C:39]([O:41][C:42]([CH3:45])([CH3:44])[CH3:43])=[O:40])[NH:32][CH:33]=4)=[CH:25][CH:24]=3)[CH2:10][CH2:9]2)=[CH:4][CH:3]=1.[C:46]([O:50][C:51]([N:53]1[CH2:57][CH2:56][CH2:55][C@H:54]1[C:58](O)=[O:59])=[O:52])([CH3:49])([CH3:48])[CH3:47].CN(C(ON1N=NC2C=CC=NC1=2)=[N+](C)C)C.F[P-](F)(F)(F)(F)F.CCN(C(C)C)C(C)C. The catalyst is CS(C)=O. The product is [C:42]([O:41][C:39]([N:35]1[CH2:36][CH2:37][CH2:38][C@H:34]1[C:31]1[NH:32][CH:33]=[C:29]([C:26]2[CH:27]=[CH:28][C:23]([CH:11]3[N:12]([C:13]4[CH:18]=[CH:17][C:16]([C:19]([CH3:21])([CH3:22])[CH3:20])=[CH:15][CH:14]=4)[CH:8]([C:5]4[CH:4]=[CH:3][C:2]([NH:1][C:58]([C@H:54]5[CH2:55][CH2:56][CH2:57][N:53]5[C:51]([O:50][C:46]([CH3:49])([CH3:48])[CH3:47])=[O:52])=[O:59])=[CH:7][CH:6]=4)[CH2:9][CH2:10]3)=[CH:24][CH:25]=2)[N:30]=1)=[O:40])([CH3:45])([CH3:44])[CH3:43]. The yield is 0.590. (6) The reactants are C([O:8][C:9]1[CH:10]=[CH:11][C:12]2[O:17][CH:16]([CH3:18])[CH2:15][NH:14][C:13]=2[CH:19]=1)C1C=CC=CC=1.C([O-])=O.[NH4+]. The catalyst is CO.[OH-].[OH-].[Pd+2]. The product is [CH3:18][CH:16]1[CH2:15][NH:14][C:13]2[CH:19]=[C:9]([OH:8])[CH:10]=[CH:11][C:12]=2[O:17]1. The yield is 0.870.